Dataset: Peptide-MHC class II binding affinity with 134,281 pairs from IEDB. Task: Regression. Given a peptide amino acid sequence and an MHC pseudo amino acid sequence, predict their binding affinity value. This is MHC class II binding data. The peptide sequence is GPHMSPALFFTFLAN. The MHC is DRB1_0101 with pseudo-sequence DRB1_0101. The binding affinity (normalized) is 0.620.